This data is from Full USPTO retrosynthesis dataset with 1.9M reactions from patents (1976-2016). The task is: Predict the reactants needed to synthesize the given product. (1) Given the product [CH3:1][C:2]1[N:7]=[C:6]([O:8][CH2:9][C:10]([NH:15][NH2:16])=[O:11])[CH:5]=[C:4]([CH3:14])[N:3]=1, predict the reactants needed to synthesize it. The reactants are: [CH3:1][C:2]1[N:7]=[C:6]([O:8][CH2:9][C:10](OC)=[O:11])[CH:5]=[C:4]([CH3:14])[N:3]=1.[NH2:15][NH2:16]. (2) Given the product [I-:35].[C:1]([C:3]1[CH:4]=[CH:5][C:6]([CH2:9][C:10]([NH:12][CH:13]2[CH2:14][CH2:15][N+:16]([CH2:19][CH2:20][CH:21]([C:22]3[CH:23]=[CH:24][CH:25]=[CH:26][CH:27]=3)[C:28]3[CH:29]=[CH:30][CH:31]=[CH:32][CH:33]=3)([CH3:34])[CH2:17][CH2:18]2)=[O:11])=[CH:7][CH:8]=1)#[N:2], predict the reactants needed to synthesize it. The reactants are: [C:1]([C:3]1[CH:8]=[CH:7][C:6]([CH2:9][C:10]([NH:12][CH:13]2[CH2:18][CH2:17][N:16]([CH2:19][CH2:20][CH:21]([C:28]3[CH:33]=[CH:32][CH:31]=[CH:30][CH:29]=3)[C:22]3[CH:27]=[CH:26][CH:25]=[CH:24][CH:23]=3)[CH2:15][CH2:14]2)=[O:11])=[CH:5][CH:4]=1)#[N:2].[CH3:34][I:35].